This data is from Full USPTO retrosynthesis dataset with 1.9M reactions from patents (1976-2016). The task is: Predict the reactants needed to synthesize the given product. The reactants are: O=C1CCC(=O)N1[CH2:8][C:9]([N:14]([C:16]([O:18][C:19]([CH3:22])([CH3:21])[CH3:20])=[O:17])[CH3:15])([CH3:13])[C:10]([O-])=[O:11].[NH2:23][C@H:24]([CH2:46][O:47][CH2:48][C:49]1[CH:54]=[CH:53][C:52]([CH3:55])=[CH:51][CH:50]=1)[C:25]([N:27]1[CH2:45][CH2:44][CH2:43][C:29]2([C:33](=[O:34])[N:32]([CH3:35])[CH2:31][CH:30]2[C:36]2[CH:41]=[CH:40][C:39]([F:42])=[CH:38][CH:37]=2)[CH2:28]1)=[O:26].CCN(C(C)C)C(C)C. Given the product [F:42][C:39]1[CH:38]=[CH:37][C:36]([CH:30]2[C:29]3([CH2:43][CH2:44][CH2:45][N:27]([C:25](=[O:26])[C@H:24]([NH:23][C:10](=[O:11])[C:9]([N:14]([CH3:15])[C:16](=[O:17])[O:18][C:19]([CH3:21])([CH3:20])[CH3:22])([CH3:13])[CH3:8])[CH2:46][O:47][CH2:48][C:49]4[CH:54]=[CH:53][C:52]([CH3:55])=[CH:51][CH:50]=4)[CH2:28]3)[C:33](=[O:34])[N:32]([CH3:35])[CH2:31]2)=[CH:41][CH:40]=1, predict the reactants needed to synthesize it.